From a dataset of Full USPTO retrosynthesis dataset with 1.9M reactions from patents (1976-2016). Predict the reactants needed to synthesize the given product. (1) Given the product [CH3:21][O:13][C:11](=[O:12])[CH:10]([C:14]1[CH:19]=[CH:18][CH:17]=[CH:16][CH:15]=1)[O:2][C:3]1[CH:4]=[N:5][CH:6]=[CH:7][CH:8]=1, predict the reactants needed to synthesize it. The reactants are: [Na].[OH:2][C:3]1[CH:4]=[N:5][CH:6]=[CH:7][CH:8]=1.Br[CH:10]([C:14]1[CH:19]=[CH:18][CH:17]=[CH:16][CH:15]=1)[C:11]([OH:13])=[O:12].O1CCC[CH2:21]1. (2) Given the product [CH2:16]([N:15]1[CH:14]=[CH:13][CH:12]=[C:9]([CH:10]=[O:11])[C:8]1=[O:7])[CH3:17], predict the reactants needed to synthesize it. The reactants are: I[Si](C)(C)C.C[O:7][C:8]1[N:15]=[CH:14][CH:13]=[CH:12][C:9]=1[CH:10]=[O:11].[CH2:16](I)[CH3:17]. (3) Given the product [Cl:11][C:9]1[CH:10]=[C:2]([CH:30]=[O:31])[CH:3]=[C:4]2[C:8]=1[NH:7][N:6]=[CH:5]2, predict the reactants needed to synthesize it. The reactants are: Br[C:2]1[CH:3]=[C:4]2[C:8](=[C:9]([Cl:11])[CH:10]=1)[NH:7][N:6]=[CH:5]2.[H-].[Na+].C([Li])(C)(C)C.CCCCC.S([O-])(O)(=O)=O.[K+].[C:30](=O)(O)[O-:31].[Na+]. (4) Given the product [CH2:18]([O:22][C:23]1[N:28]=[C:27]([CH3:29])[C:26]([C:30]([O:10][CH2:11][CH2:12][C:13]([CH3:17])=[C:14]([F:16])[F:15])=[O:31])=[CH:25][N:24]=1)[CH2:19][CH2:20][CH3:21], predict the reactants needed to synthesize it. The reactants are: CN(C)C=O.CS([O:10][CH2:11][CH2:12][C:13]([CH3:17])=[C:14]([F:16])[F:15])(=O)=O.[CH2:18]([O:22][C:23]1[N:28]=[C:27]([CH3:29])[C:26]([C:30](O)=[O:31])=[CH:25][N:24]=1)[CH2:19][CH2:20][CH3:21].C(=O)([O-])O.[Na+]. (5) Given the product [F:1][C:2]1[CH:23]=[CH:22][C:5]([C:6]2[O:21][C:16]3[CH:17]=[CH:18][CH:19]=[CH:20][C:15]=3[N:8]=2)=[CH:4][C:3]=1[N+:24]([O-:26])=[O:25], predict the reactants needed to synthesize it. The reactants are: [F:1][C:2]1[CH:23]=[CH:22][C:5]([C:6]([N:8]([C:15]2[CH:20]=[CH:19][CH:18]=[CH:17][C:16]=2[OH:21])C2C=CC=CC=2)=O)=[CH:4][C:3]=1[N+:24]([O-:26])=[O:25].O.C1(C)C=CC(S(O)(=O)=O)=CC=1. (6) Given the product [CH3:1][O:2][C:3](=[O:26])[CH:4]([N:9]1[CH:14]=[CH:13][C:12]([O:15][C:16]2[CH:21]=[CH:20][CH:19]=[C:18]([F:22])[C:17]=2[F:23])=[CH:11][C:10]1=[O:25])[CH2:5][CH:6]([CH3:8])[CH3:7], predict the reactants needed to synthesize it. The reactants are: [CH3:1][O:2][C:3](=[O:26])[CH:4]([N:9]1[CH:14]=[CH:13][C:12]([O:15][C:16]2[CH:21]=[CH:20][CH:19]=[C:18]([F:22])[C:17]=2[F:23])=[C:11](I)[C:10]1=[O:25])[CH2:5][CH:6]([CH3:8])[CH3:7].